From a dataset of Reaction yield outcomes from USPTO patents with 853,638 reactions. Predict the reaction yield, written as a fraction of the theoretical maximum amount of product (1.0 means a 100% yield; for example, 0.34 means a 34% yield). (1) The reactants are [OH:1][CH2:2][C:3]1([NH:6][C:7](=[O:13])[O:8][C:9]([CH3:12])([CH3:11])[CH3:10])[CH2:5][CH2:4]1.CC(OI1(OC(C)=O)(OC(C)=O)OC(=O)C2C=CC=CC1=2)=O. The product is [CH:2]([C:3]1([NH:6][C:7](=[O:13])[O:8][C:9]([CH3:11])([CH3:10])[CH3:12])[CH2:5][CH2:4]1)=[O:1]. The catalyst is C(Cl)Cl. The yield is 0.870. (2) The reactants are [CH3:1][O:2][C:3]([C:5]1[S:9][C:8](SC)=[N:7][C:6]=1[NH2:12])=[O:4].Cl.CS. The catalyst is CO.C([O-])([O-])=O.[Na+].[Na+].[Zn]. The product is [NH2:12][C:6]1[N:7]=[CH:8][S:9][C:5]=1[C:3]([O:2][CH3:1])=[O:4]. The yield is 0.520. (3) The reactants are [Cl:1][C:2]1[C:9]([OH:10])=[C:8]([O:11]C)[CH:7]=[C:6]([Cl:13])[C:3]=1[CH:4]=[O:5].B(Br)(Br)Br. The catalyst is ClCCl. The product is [Cl:1][C:2]1[C:9]([OH:10])=[C:8]([OH:11])[CH:7]=[C:6]([Cl:13])[C:3]=1[CH:4]=[O:5]. The yield is 0.960.